This data is from Catalyst prediction with 721,799 reactions and 888 catalyst types from USPTO. The task is: Predict which catalyst facilitates the given reaction. (1) Reactant: [CH2:1]1[C:3]2([NH:9][CH2:8][CH2:7][CH2:6][N:5]([C:10]3[C:11]4[CH:18]=[CH:17][NH:16][C:12]=4[N:13]=[CH:14][N:15]=3)[CH2:4]2)[CH2:2]1.[C:19]1([N:25]=[C:26]=[S:27])[CH:24]=[CH:23][CH:22]=[CH:21][CH:20]=1. Product: [C:19]1([NH:25][C:26]([N:9]2[C:3]3([CH2:2][CH2:1]3)[CH2:4][N:5]([C:10]3[C:11]4[CH:18]=[CH:17][NH:16][C:12]=4[N:13]=[CH:14][N:15]=3)[CH2:6][CH2:7][CH2:8]2)=[S:27])[CH:24]=[CH:23][CH:22]=[CH:21][CH:20]=1. The catalyst class is: 1. (2) Reactant: Br[C:2]1[N:10]([CH3:11])[C:9]2[C:8](=[O:12])[N:7]([CH3:13])[C:6](=[O:14])[N:5]([CH3:15])[C:4]=2[N:3]=1.[CH3:16][O:17][C:18]1[CH:19]=[C:20](B(O)O)[CH:21]=[CH:22][C:23]=1[O:24][CH3:25].C(=O)([O-])[O-].[K+].[K+]. Product: [CH3:13][N:7]1[C:8](=[O:12])[C:9]2[N:10]([CH3:11])[C:2]([C:21]3[CH:20]=[CH:19][C:18]([O:17][CH3:16])=[C:23]([O:24][CH3:25])[CH:22]=3)=[N:3][C:4]=2[N:5]([CH3:15])[C:6]1=[O:14]. The catalyst class is: 755. (3) Reactant: [C:1]([C:3]1[CH:12]=[CH:11][C:6]([C:7]([NH:9][NH2:10])=[O:8])=[CH:5][CH:4]=1)#[N:2].[C:13]([N:20]1[CH:24]=[CH:23]N=[CH:21]1)(N1C=CN=C1)=[O:14].[CH2:25]([C:28]1([CH2:33][CH2:34][CH2:35][N:36]2[CH2:43]C3C[CH:38]([CH2:39]NC3)[CH2:37]2)OCC[O:29]1)[CH2:26][CH3:27]. Product: [C:1]([C:3]1[CH:4]=[CH:5][C:6]([C:7]([NH:9][NH:10][C:13]([N:20]2[CH2:21][CH:38]3[CH2:39][CH:23]([CH2:43][N:36]([CH2:35][CH2:34][CH2:33][C:28](=[O:29])[CH2:25][CH2:26][CH3:27])[CH2:37]3)[CH2:24]2)=[O:14])=[O:8])=[CH:11][CH:12]=1)#[N:2]. The catalyst class is: 36. (4) Reactant: [Br:1][C:2]1[CH:3]=[C:4]([S:9]([NH:12][C:13]2[N:14]=[N:15][C:16]([Cl:21])=[CH:17][C:18]=2[O:19]C)(=[O:11])=[O:10])[CH:5]=[N:6][C:7]=1[Cl:8].B(Br)(Br)Br. Product: [Br:1][C:2]1[CH:3]=[C:4]([S:9]([NH:12][C:13]2[N:14]=[N:15][C:16]([Cl:21])=[CH:17][C:18]=2[OH:19])(=[O:10])=[O:11])[CH:5]=[N:6][C:7]=1[Cl:8]. The catalyst class is: 34. (5) Reactant: [F:1][C:2]1[CH:7]=[C:6]([CH:8]2[CH2:13][CH2:12][CH2:11][CH2:10][NH:9]2)[CH:5]=[CH:4][C:3]=1[C:14]1[O:15][C:16]2[C:22]([C:23]([NH2:25])=[O:24])=[CH:21][CH:20]=[CH:19][C:17]=2[N:18]=1.[CH:26](=O)[CH2:27][CH3:28]. Product: [F:1][C:2]1[CH:7]=[C:6]([CH:8]2[CH2:13][CH2:12][CH2:11][CH2:10][N:9]2[CH2:26][CH2:27][CH3:28])[CH:5]=[CH:4][C:3]=1[C:14]1[O:15][C:16]2[C:22]([C:23]([NH2:25])=[O:24])=[CH:21][CH:20]=[CH:19][C:17]=2[N:18]=1. The catalyst class is: 19.